From a dataset of Full USPTO retrosynthesis dataset with 1.9M reactions from patents (1976-2016). Predict the reactants needed to synthesize the given product. (1) Given the product [NH2:17][C:18]1[CH:23]=[CH:22][C:21]([O:24][C:2]2[CH:11]=[CH:10][N:9]=[C:8]3[C:3]=2[C:4]2[CH:16]=[CH:15][CH:14]=[CH:13][C:5]=2[C:6](=[O:12])[NH:7]3)=[C:20]([F:25])[CH:19]=1, predict the reactants needed to synthesize it. The reactants are: Cl[C:2]1[CH:11]=[CH:10][N:9]=[C:8]2[C:3]=1[C:4]1[CH:16]=[CH:15][CH:14]=[CH:13][C:5]=1[C:6](=[O:12])[NH:7]2.[NH2:17][C:18]1[CH:23]=[CH:22][C:21]([OH:24])=[C:20]([F:25])[CH:19]=1.C(=O)([O-])[O-].[Cs+].[Cs+]. (2) Given the product [CH2:30]([NH:34][C:2]1[CH:7]=[CH:6][C:5]([S:8]([CH3:11])(=[O:10])=[O:9])=[CH:4][C:3]=1[C:12]([N:14]1[CH2:19][CH2:18][N:17]([C:20]2[CH:25]=[CH:24][C:23]([C:26]([F:29])([F:28])[F:27])=[CH:22][CH:21]=2)[CH2:16][CH2:15]1)=[O:13])[CH:31]([CH3:33])[CH3:32], predict the reactants needed to synthesize it. The reactants are: I[C:2]1[CH:7]=[CH:6][C:5]([S:8]([CH3:11])(=[O:10])=[O:9])=[CH:4][C:3]=1[C:12]([N:14]1[CH2:19][CH2:18][N:17]([C:20]2[CH:25]=[CH:24][C:23]([C:26]([F:29])([F:28])[F:27])=[CH:22][CH:21]=2)[CH2:16][CH2:15]1)=[O:13].[CH2:30]([NH2:34])[CH:31]([CH3:33])[CH3:32].